From a dataset of Full USPTO retrosynthesis dataset with 1.9M reactions from patents (1976-2016). Predict the reactants needed to synthesize the given product. (1) Given the product [NH2:1][C:4]1[CH:5]=[N:6][N:7]([CH2:9][C@H:10]2[O:15][CH2:14][CH2:13][N:12]([C:16]([O:18][C:19]([CH3:22])([CH3:21])[CH3:20])=[O:17])[CH2:11]2)[CH:8]=1, predict the reactants needed to synthesize it. The reactants are: [N+:1]([C:4]1[CH:5]=[N:6][N:7]([CH2:9][C@H:10]2[O:15][CH2:14][CH2:13][N:12]([C:16]([O:18][C:19]([CH3:22])([CH3:21])[CH3:20])=[O:17])[CH2:11]2)[CH:8]=1)([O-])=O. (2) Given the product [N:25]1([C:2]2[C:7]([I:8])=[C:6]([C:9]([F:10])([F:11])[F:12])[N:5]=[C:4]([O:22][CH2:19][C:20]#[CH:21])[N:3]=2)[CH:29]=[CH:28][N:27]=[CH:26]1, predict the reactants needed to synthesize it. The reactants are: Cl[C:2]1[C:7]([I:8])=[C:6]([C:9]([F:12])([F:11])[F:10])[N:5]=[C:4](S(C(C)C)(=O)=O)[N:3]=1.[CH2:19]([OH:22])[C:20]#[CH:21].[H-].[Na+].[NH:25]1[CH:29]=[CH:28][N:27]=[CH:26]1. (3) Given the product [Cl:1][C:2]1[CH:3]=[C:4]([C:12]2[O:16][N:15]=[C:14]([C:17]3[CH:18]=[CH:19][CH:20]=[C:21]4[C:25]=3[N:24]([CH3:26])[CH:23]=[C:22]4/[CH:27]=[CH:28]/[C:29]([OH:31])=[O:30])[N:13]=2)[CH:5]=[CH:6][C:7]=1[O:8][CH:9]([CH3:10])[CH3:11], predict the reactants needed to synthesize it. The reactants are: [Cl:1][C:2]1[CH:3]=[C:4]([C:12]2[O:16][N:15]=[C:14]([C:17]3[CH:18]=[CH:19][CH:20]=[C:21]4[C:25]=3[N:24]([CH3:26])[CH:23]=[C:22]4/[CH:27]=[CH:28]/[C:29]([O:31]CC)=[O:30])[N:13]=2)[CH:5]=[CH:6][C:7]=1[O:8][CH:9]([CH3:11])[CH3:10].[OH-].[Na+].Cl.